This data is from Reaction yield outcomes from USPTO patents with 853,638 reactions. The task is: Predict the reaction yield, written as a fraction of the theoretical maximum amount of product (1.0 means a 100% yield; for example, 0.34 means a 34% yield). The reactants are [O:1]([C:8]1[CH:9]=[C:10]([N:14]([CH2:22][C:23]2[CH:24]=[C:25]([CH:30]=[CH:31][CH:32]=2)[C:26](OC)=[O:27])[CH2:15][CH:16]([OH:21])[C:17]([F:20])([F:19])[F:18])[CH:11]=[CH:12][CH:13]=1)[C:2]1[CH:7]=[CH:6][CH:5]=[CH:4][CH:3]=1.[H-].[Al+3].[Li+].[H-].[H-].[H-].C1COCC1. The catalyst is ClCCl.C(OCC)(=O)C. The product is [O:1]([C:8]1[CH:9]=[C:10]([N:14]([CH2:22][C:23]2[CH:24]=[C:25]([CH2:26][OH:27])[CH:30]=[CH:31][CH:32]=2)[CH2:15][CH:16]([OH:21])[C:17]([F:18])([F:19])[F:20])[CH:11]=[CH:12][CH:13]=1)[C:2]1[CH:7]=[CH:6][CH:5]=[CH:4][CH:3]=1. The yield is 0.540.